From a dataset of Reaction yield outcomes from USPTO patents with 853,638 reactions. Predict the reaction yield, written as a fraction of the theoretical maximum amount of product (1.0 means a 100% yield; for example, 0.34 means a 34% yield). (1) The reactants are [Br:1][C:2]1[CH:3]=[C:4]([N+:18]([O-:20])=[O:19])[C:5](C2C=CC(C(OC)=O)=CC=2)=[N:6][CH:7]=1.[CH3:21][S:22]([C:25]1[CH:26]=[CH:27][C:28]([O:40][CH3:41])=[C:29](B2OC(C)(C)C(C)(C)O2)[CH:30]=1)(=[O:24])=[O:23]. No catalyst specified. The product is [Br:1][C:2]1[CH:3]=[C:4]([N+:18]([O-:20])=[O:19])[C:5]([C:29]2[CH:30]=[C:25]([S:22]([CH3:21])(=[O:23])=[O:24])[CH:26]=[CH:27][C:28]=2[O:40][CH3:41])=[N:6][CH:7]=1. The yield is 0.630. (2) The reactants are [O:1]=[C:2]1[C:7]([CH2:8][C:9]2[CH:14]=[CH:13][C:12]([C:15]3[C:16]([C:21]#[N:22])=[CH:17][CH:18]=[CH:19][CH:20]=3)=[CH:11][CH:10]=2)=[C:6]([CH2:23][CH2:24][CH3:25])[N:5]2[N:26]=[CH:27][N:28]=[C:4]2[NH:3]1.[F:29][C:30]1[CH:35]=[CH:34][C:33](B(O)O)=[CH:32][CH:31]=1.C(N(CC)CC)C.N1C=CC=CC=1. The catalyst is ClCCl.C(OCC)(=O)C.C([O-])(=O)C.[Cu+2].C([O-])(=O)C. The product is [F:29][C:30]1[CH:35]=[CH:34][C:33]([N:3]2[C:2](=[O:1])[C:7]([CH2:8][C:9]3[CH:10]=[CH:11][C:12]([C:15]4[C:16]([C:21]#[N:22])=[CH:17][CH:18]=[CH:19][CH:20]=4)=[CH:13][CH:14]=3)=[C:6]([CH2:23][CH2:24][CH3:25])[N:5]3[N:26]=[CH:27][N:28]=[C:4]23)=[CH:32][CH:31]=1. The yield is 0.910. (3) The reactants are [CH3:1][C:2]1[O:6][N:5]=[C:4]([C:7]2[CH:12]=[CH:11][N:10]=[CH:9][CH:8]=2)[C:3]=1[CH2:13][O:14][C:15]1[CH:23]=[CH:22][C:18]([C:19]([OH:21])=O)=[CH:17][N:16]=1.[CH:24]1([NH2:27])[CH2:26][CH2:25]1. No catalyst specified. The product is [CH:24]1([NH:27][C:19](=[O:21])[C:18]2[CH:22]=[CH:23][C:15]([O:14][CH2:13][C:3]3[C:4]([C:7]4[CH:8]=[CH:9][N:10]=[CH:11][CH:12]=4)=[N:5][O:6][C:2]=3[CH3:1])=[N:16][CH:17]=2)[CH2:26][CH2:25]1. The yield is 0.860.